From a dataset of Catalyst prediction with 721,799 reactions and 888 catalyst types from USPTO. Predict which catalyst facilitates the given reaction. Reactant: [CH3:1][S:2]([C:5]1[CH:10]=[CH:9][C:8]([CH2:11]O)=[CH:7][CH:6]=1)(=[O:4])=[O:3].CCN(CC)CC.CS([Cl:24])(=O)=O. Product: [Cl:24][CH2:11][C:8]1[CH:9]=[CH:10][C:5]([S:2]([CH3:1])(=[O:4])=[O:3])=[CH:6][CH:7]=1. The catalyst class is: 2.